This data is from Reaction yield outcomes from USPTO patents with 853,638 reactions. The task is: Predict the reaction yield, written as a fraction of the theoretical maximum amount of product (1.0 means a 100% yield; for example, 0.34 means a 34% yield). (1) The reactants are [C:1]1(/[CH:7]=[CH:8]/[C:9]2[CH:10]=[C:11]([CH2:15][O:16][C:17]3[CH:22]=[CH:21][C:20]([CH2:23][CH2:24][C:25]([O:27][CH3:28])=[O:26])=[CH:19][CH:18]=3)[CH:12]=[CH:13][CH:14]=2)[CH:6]=[CH:5][CH:4]=[CH:3][CH:2]=1. The catalyst is CO.O1CCCC1.[Pt]=O. The product is [C:1]1([CH2:7][CH2:8][C:9]2[CH:10]=[C:11]([CH2:15][O:16][C:17]3[CH:18]=[CH:19][C:20]([CH2:23][CH2:24][C:25]([O:27][CH3:28])=[O:26])=[CH:21][CH:22]=3)[CH:12]=[CH:13][CH:14]=2)[CH:6]=[CH:5][CH:4]=[CH:3][CH:2]=1. The yield is 0.580. (2) The reactants are [CH:1]1([N:7]2[CH2:11][CH2:10][CH:9]([CH2:12][C:13]3[CH:18]=[CH:17][CH:16]=[CH:15][C:14]=3[O:19]C)[C:8]2=[O:21])[CH2:6][CH2:5][CH2:4][CH2:3][CH2:2]1.B(Br)(Br)Br.[Cl-].[NH4+].[OH-].[Na+]. The catalyst is ClCCl. The product is [CH:1]1([N:7]2[CH2:11][CH2:10][CH:9]([CH2:12][C:13]3[CH:18]=[CH:17][CH:16]=[CH:15][C:14]=3[OH:19])[C:8]2=[O:21])[CH2:2][CH2:3][CH2:4][CH2:5][CH2:6]1. The yield is 1.00. (3) The reactants are [F:1][C:2]1[CH:7]=[CH:6][CH:5]=[CH:4][C:3]=1[C:8]1[C:17]2[C:12](=[CH:13][CH:14]=[C:15]([OH:18])[CH:16]=2)[C:11](=[O:19])[N:10]([CH2:20][CH:21]([CH3:23])[CH3:22])[C:9]=1[CH2:24][NH:25][C:26](=[O:32])[O:27][C:28]([CH3:31])([CH3:30])[CH3:29].I[CH2:34][C:35]([NH2:37])=[O:36].C1CCN2C(=NCCC2)CC1.O. The catalyst is CN(C)C=O. The product is [NH2:37][C:35](=[O:36])[CH2:34][O:18][C:15]1[CH:16]=[C:17]2[C:12](=[CH:13][CH:14]=1)[C:11](=[O:19])[N:10]([CH2:20][CH:21]([CH3:23])[CH3:22])[C:9]([CH2:24][NH:25][C:26](=[O:32])[O:27][C:28]([CH3:30])([CH3:29])[CH3:31])=[C:8]2[C:3]1[CH:4]=[CH:5][CH:6]=[CH:7][C:2]=1[F:1]. The yield is 0.612. (4) The reactants are [O:1]1[CH2:3][C@@H:2]1[CH2:4][O:5][C:6]1[CH:7]=[C:8]([C:12]2[CH:13]=[CH:14][CH:15]=[C:16]3[C:21]=2[N:20]=[CH:19][CH:18]=[CH:17]3)[CH:9]=[CH:10][CH:11]=1.[CH2:22]1[C:31]2[C:26](=[CH:27][CH:28]=[CH:29][CH:30]=2)[CH2:25][CH2:24][NH:23]1. The catalyst is CCO. The product is [CH2:22]1[C:31]2[C:26](=[CH:27][CH:28]=[CH:29][CH:30]=2)[CH2:25][CH2:24][N:23]1[CH2:3][C@@H:2]([OH:1])[CH2:4][O:5][C:6]1[CH:11]=[CH:10][CH:9]=[C:8]([C:12]2[CH:13]=[CH:14][CH:15]=[C:16]3[C:21]=2[N:20]=[CH:19][CH:18]=[CH:17]3)[CH:7]=1. The yield is 0.268.